This data is from Peptide-MHC class II binding affinity with 134,281 pairs from IEDB. The task is: Regression. Given a peptide amino acid sequence and an MHC pseudo amino acid sequence, predict their binding affinity value. This is MHC class II binding data. (1) The peptide sequence is SQDLETSWNLNGLQAY. The MHC is HLA-DQA10101-DQB10501 with pseudo-sequence HLA-DQA10101-DQB10501. The binding affinity (normalized) is 0.617. (2) The peptide sequence is LEDDEGVVSMLHQLW. The MHC is DRB1_0101 with pseudo-sequence DRB1_0101. The binding affinity (normalized) is 0.286. (3) The peptide sequence is LHFSEALRIIAGTPE. The MHC is DRB1_0401 with pseudo-sequence DRB1_0401. The binding affinity (normalized) is 0.482. (4) The peptide sequence is DYEYKVSKLVSRLVI. The MHC is DRB1_1302 with pseudo-sequence DRB1_1302. The binding affinity (normalized) is 0.387. (5) The peptide sequence is LGTFDTVQIIKLLPF. The MHC is DRB1_1302 with pseudo-sequence DRB1_1302. The binding affinity (normalized) is 0.243. (6) The binding affinity (normalized) is 0.654. The peptide sequence is IRDKVQKEYALFYKLDVV. The MHC is HLA-DQA10101-DQB10501 with pseudo-sequence HLA-DQA10101-DQB10501. (7) The peptide sequence is ENKYFAATQFEPLAA. The MHC is HLA-DQA10301-DQB10302 with pseudo-sequence HLA-DQA10301-DQB10302. The binding affinity (normalized) is 0.419.